The task is: Predict the reactants needed to synthesize the given product.. This data is from Full USPTO retrosynthesis dataset with 1.9M reactions from patents (1976-2016). (1) Given the product [CH3:19][N:6]1[CH2:5][CH2:4][N:3]2[C:7]3[CH:13]=[CH:12][C:11]([C:14]([O:16][CH2:17][CH3:18])=[O:15])=[CH:10][C:8]=3[N:9]=[C:2]2[CH2:1]1, predict the reactants needed to synthesize it. The reactants are: [CH2:1]1[NH:6][CH2:5][CH2:4][N:3]2[C:7]3[CH:13]=[CH:12][C:11]([C:14]([O:16][CH2:17][CH3:18])=[O:15])=[CH:10][C:8]=3[N:9]=[C:2]12.[C:19](O)(=O)C.C=O.C([BH3-])#N.[Na+]. (2) Given the product [I-:1].[CH3:12][O:11][C:7]1[C:6](=[O:13])[C:5]([CH3:14])=[C:4]([CH2:15][CH2:16][CH2:17][CH2:18][CH2:19][P+:20]([C:33]2[CH:34]=[CH:35][CH:36]=[CH:37][CH:38]=2)([C:27]2[CH:28]=[CH:29][CH:30]=[CH:31][CH:32]=2)[C:21]2[CH:22]=[CH:23][CH:24]=[CH:25][CH:26]=2)[C:3](=[O:2])[C:8]=1[O:9][CH3:10], predict the reactants needed to synthesize it. The reactants are: [I-:1].[OH:2][C:3]1[C:8]([O:9][CH3:10])=[C:7]([O:11][CH3:12])[C:6]([OH:13])=[C:5]([CH3:14])[C:4]=1[CH2:15][CH2:16][CH2:17][CH2:18][CH2:19][P+:20]([C:33]1[CH:38]=[CH:37][CH:36]=[CH:35][CH:34]=1)([C:27]1[CH:32]=[CH:31][CH:30]=[CH:29][CH:28]=1)[C:21]1[CH:26]=[CH:25][CH:24]=[CH:23][CH:22]=1.O=O. (3) Given the product [N:1]1[CH:6]=[CH:5][C:4]([C:7]([OH:9])=[O:8])=[N:3][C:2]=1[C:12]([OH:14])=[O:13], predict the reactants needed to synthesize it. The reactants are: [N:1]1[CH:6]=[CH:5][C:4]([C:7]([O:9]CC)=[O:8])=[N:3][C:2]=1[C:12]([O:14]CC)=[O:13].[OH-].[Na+].Cl. (4) Given the product [OH:19][C:14]1[CH:15]=[CH:16][CH:17]=[CH:18][C:13]=1[C:4]1[N:3]=[C:2]([N:20]2[CH2:21][CH2:22][CH:23]([NH:26][C:27](=[O:33])[O:28][C:29]([CH3:31])([CH3:30])[CH3:32])[CH2:24][CH2:25]2)[C:11]2[C:6](=[CH:7][C:8]([CH3:12])=[CH:9][CH:10]=2)[N:5]=1, predict the reactants needed to synthesize it. The reactants are: Cl[C:2]1[C:11]2[C:6](=[CH:7][C:8]([CH3:12])=[CH:9][CH:10]=2)[N:5]=[C:4]([C:13]2[CH:18]=[CH:17][CH:16]=[CH:15][C:14]=2[OH:19])[N:3]=1.[NH:20]1[CH2:25][CH2:24][CH:23]([NH:26][C:27](=[O:33])[O:28][C:29]([CH3:32])([CH3:31])[CH3:30])[CH2:22][CH2:21]1.C(N(CC)CC)C. (5) Given the product [NH2:1][C:2]1[N:7]=[C:6]([C:8]2[O:9][C:10]([CH2:13][Br:18])=[CH:11][CH:12]=2)[C:5]([C:14]#[N:15])=[C:4]([S:16][CH3:17])[N:3]=1, predict the reactants needed to synthesize it. The reactants are: [NH2:1][C:2]1[N:7]=[C:6]([C:8]2[O:9][C:10]([CH3:13])=[CH:11][CH:12]=2)[C:5]([C:14]#[N:15])=[C:4]([S:16][CH3:17])[N:3]=1.[Br:18]N1C(=O)CCC1=O.C(OOC(=O)C1C=CC=CC=1)(=O)C1C=CC=CC=1. (6) The reactants are: [F:1][C:2]1[CH:28]=[CH:27][C:5]([C:6]([N:8]2[CH2:13][CH2:12][CH2:11][C@@H:10]([CH3:14])[C@H:9]2[CH2:15][N:16]2[C:24](=[O:25])[C:23]3[C:18](=[CH:19][CH:20]=[CH:21][CH:22]=3)[C:17]2=[O:26])=[O:7])=[C:4](I)[CH:3]=1.C([Sn](CCCC)(CCCC)[C:35]1[N:40]=[CH:39][CH:38]=[CH:37][N:36]=1)CCC.[F-].[Cs+]. Given the product [F:1][C:2]1[CH:28]=[CH:27][C:5]([C:6]([N:8]2[CH2:13][CH2:12][CH2:11][C@@H:10]([CH3:14])[C@H:9]2[CH2:15][N:16]2[C:24](=[O:25])[C:23]3[C:18](=[CH:19][CH:20]=[CH:21][CH:22]=3)[C:17]2=[O:26])=[O:7])=[C:4]([C:35]2[N:40]=[CH:39][CH:38]=[CH:37][N:36]=2)[CH:3]=1, predict the reactants needed to synthesize it. (7) Given the product [CH3:12][O:11][C:4]1[CH:5]=[C:6]2[C:10](=[C:2]([C:24]([OH:26])=[O:25])[CH:3]=1)[NH:9][CH:8]=[CH:7]2, predict the reactants needed to synthesize it. The reactants are: Br[C:2]1[CH:3]=[C:4]([O:11][CH3:12])[CH:5]=[C:6]2[C:10]=1[NH:9][CH:8]=[CH:7]2.CCCCCC.C([Li])CCC.[C:24](=[O:26])=[O:25].C(O)(=O)CC(CC(O)=O)(C(O)=O)O.